This data is from Forward reaction prediction with 1.9M reactions from USPTO patents (1976-2016). The task is: Predict the product of the given reaction. (1) Given the reactants CN(C1C=[CH:6][C:7]2C(C3C=CC=CC=3C([O-])=O)=C3C(C=C(N(C)C)C=C3)=[O+:10][C:8]=2C=1)C.N[CH2:31][CH2:32][CH2:33][CH2:34][CH2:35][C:36]([OH:38])=[O:37].C1CN([P+]([O:55]N2N=NC3C=CC=CC2=3)(N2CCCC2)N2CCCC2)CC1.F[P-](F)(F)(F)(F)F.CCN(C(C)C)C(C)C, predict the reaction product. The product is: [CH:31]1[CH:6]=[C:7]2[C:8]([C:36]([OH:38])([OH:37])[C:35](=[O:55])[C:34]2=[CH:33][CH:32]=1)=[O:10]. (2) Given the reactants [NH2:1][C:2]1[CH:11]=[C:10]2[C:5]([CH2:6][CH2:7][CH:8]([C:12](OCC)=[O:13])[O:9]2)=[CH:4][CH:3]=1.[BH4-].[Li+], predict the reaction product. The product is: [NH2:1][C:2]1[CH:11]=[C:10]2[C:5]([CH2:6][CH2:7][CH:8]([CH2:12][OH:13])[O:9]2)=[CH:4][CH:3]=1. (3) Given the reactants [F:1][C:2]1[CH:7]=[C:6]([F:8])[CH:5]=[CH:4][C:3]=1[C:9]1[S:10][CH:11]=[C:12]([NH2:14])[N:13]=1.Cl.[N:16]1[CH:21]=[CH:20][C:19]([NH:22][C:23]2[CH:31]=[CH:30][C:26]([C:27](Cl)=[O:28])=[CH:25][CH:24]=2)=[N:18][CH:17]=1, predict the reaction product. The product is: [F:1][C:2]1[CH:7]=[C:6]([F:8])[CH:5]=[CH:4][C:3]=1[C:9]1[S:10][CH:11]=[C:12]([NH:14][C:27](=[O:28])[C:26]2[CH:25]=[CH:24][C:23]([NH:22][C:19]3[CH:20]=[CH:21][N:16]=[CH:17][N:18]=3)=[CH:31][CH:30]=2)[N:13]=1. (4) Given the reactants [Br:1][C:2]1[CH:3]=[C:4]([CH:21]=[O:22])[C:5]([N:8]2[CH2:13][CH2:12][N:11]([C:14]([O:16][C:17]([CH3:20])([CH3:19])[CH3:18])=[O:15])[CH2:10][CH2:9]2)=[N:6][CH:7]=1.[BH4-].[Na+], predict the reaction product. The product is: [Br:1][C:2]1[CH:3]=[C:4]([CH2:21][OH:22])[C:5]([N:8]2[CH2:13][CH2:12][N:11]([C:14]([O:16][C:17]([CH3:18])([CH3:20])[CH3:19])=[O:15])[CH2:10][CH2:9]2)=[N:6][CH:7]=1. (5) Given the reactants [OH:1][C:2]1[CH:7]=[CH:6][CH:5]=[C:4]([OH:8])[C:3]=1[C:9](=[O:11])[CH3:10].[CH2:12](Br)[C:13]1[CH:18]=[CH:17][CH:16]=[CH:15][CH:14]=1.C(=O)([O-])[O-].[K+].[K+].[I-].[Na+], predict the reaction product. The product is: [CH2:12]([O:1][C:2]1[CH:7]=[CH:6][CH:5]=[C:4]([O:8][CH2:9][C:3]2[CH:4]=[CH:5][CH:6]=[CH:7][CH:2]=2)[C:3]=1[C:9](=[O:11])[CH3:10])[C:13]1[CH:18]=[CH:17][CH:16]=[CH:15][CH:14]=1. (6) Given the reactants [CH2:1]([O:8][C:9]([C@:11]12[CH2:45][CH2:44][C@@H:43]([C:46]([CH2:48][O:49][CH2:50][CH2:51][N:52]3[CH2:57][CH2:56][O:55][CH2:54][CH2:53]3)=[CH2:47])[C@@H:12]1[C@@H:13]1[C@@:26]([CH3:29])([CH2:27][CH2:28]2)[C@@:25]2([CH3:30])[C@@H:16]([C@:17]3([CH3:42])[C@@H:22]([CH2:23][CH2:24]2)[C:21]([CH3:32])([CH3:31])[C:20]([C:33]2[CH:41]=[CH:40][C:36]([C:37]([OH:39])=[O:38])=[CH:35][CH:34]=2)=[CH:19][CH2:18]3)[CH2:15][CH2:14]1)=[O:10])[C:2]1[CH:7]=[CH:6][CH:5]=[CH:4][CH:3]=1.[Si](C=[N+]=[N-])(C)(C)[CH3:59], predict the reaction product. The product is: [CH3:59][O:38][C:37]([C:36]1[CH:40]=[CH:41][C:33]([C:20]2[C:21]([CH3:31])([CH3:32])[C@H:22]3[C@:17]([CH3:42])([CH2:18][CH:19]=2)[C@@H:16]2[C@:25]([CH3:30])([C@@:26]4([CH3:29])[C@H:13]([CH2:14][CH2:15]2)[C@H:12]2[C@H:43]([C:46]([CH2:48][O:49][CH2:50][CH2:51][N:52]5[CH2:53][CH2:54][O:55][CH2:56][CH2:57]5)=[CH2:47])[CH2:44][CH2:45][C@:11]2([C:9]([O:8][CH2:1][C:2]2[CH:7]=[CH:6][CH:5]=[CH:4][CH:3]=2)=[O:10])[CH2:28][CH2:27]4)[CH2:24][CH2:23]3)=[CH:34][CH:35]=1)=[O:39]. (7) Given the reactants Br[CH:2]1[CH2:6][CH2:5][O:4][C:3]1=[O:7].[CH2:8]([NH2:15])[C:9]1[CH:14]=[CH:13][CH:12]=[CH:11][CH:10]=1.C(=O)([O-])[O-].[K+].[K+].[CH3:22][C:23]1[CH:31]=[CH:30][C:26]([C:27](Cl)=[O:28])=[CH:25][CH:24]=1, predict the reaction product. The product is: [CH2:8]([N:15]([CH:2]1[CH2:6][CH2:5][O:4][C:3]1=[O:7])[C:27](=[O:28])[C:26]1[CH:30]=[CH:31][C:23]([CH3:22])=[CH:24][CH:25]=1)[C:9]1[CH:14]=[CH:13][CH:12]=[CH:11][CH:10]=1. (8) Given the reactants Cl.[CH3:2][O:3][C:4]([C@@H:6]1[CH2:13][CH2:12][CH2:11][CH2:10][CH2:9][CH2:8][C@@H:7]1[NH2:14])=[O:5].C([O-])(=O)C.[Na+].[CH3:20][C:21]([CH3:26])([CH3:25])[CH2:22][CH:23]=O.C([BH3-])#N.[Na+].C(=O)(O)[O-].[Na+], predict the reaction product. The product is: [CH3:2][O:3][C:4]([C@@H:6]1[CH2:13][CH2:12][CH2:11][CH2:10][CH2:9][CH2:8][C@@H:7]1[NH:14][CH2:23][CH2:22][C:21]([CH3:26])([CH3:25])[CH3:20])=[O:5]. (9) Given the reactants [Br:1][C:2]1[CH:7]=[CH:6][C:5]([C:8]([CH3:19])([CH3:18])[CH2:9][O:10][Si](C(C)(C)C)(C)C)=[CH:4][CH:3]=1.Cl.CO, predict the reaction product. The product is: [Br:1][C:2]1[CH:3]=[CH:4][C:5]([C:8]([CH3:19])([CH3:18])[CH2:9][OH:10])=[CH:6][CH:7]=1. (10) Given the reactants C([O:3][C:4]([C:6]12[CH2:23][CH:22]1[CH:21]=[CH:20][CH2:19][CH2:18][CH2:17][CH2:16][N:15]([CH3:24])[C:14](=[O:25])[N:13]1[CH:9]([CH2:10][CH:11]([O:26][C:27]3[CH:32]=[C:31]([C:33]4[CH:38]=[CH:37][CH:36]=[CH:35][CH:34]=4)[N:30]=[C:29]([O:39][CH3:40])[N:28]=3)[CH2:12]1)[C:8](=[O:41])[NH:7]2)=[O:5])C.CO.[Li+].[OH-].C(O)(=O)CC(CC(O)=O)(C(O)=O)O, predict the reaction product. The product is: [CH3:40][O:39][C:29]1[N:28]=[C:27]([O:26][CH:11]2[CH2:10][CH:9]3[N:13]([C:14](=[O:25])[N:15]([CH3:24])[CH2:16][CH2:17][CH2:18][CH2:19][CH:20]=[CH:21][CH:22]4[C:6]([C:4]([OH:5])=[O:3])([NH:7][C:8]3=[O:41])[CH2:23]4)[CH2:12]2)[CH:32]=[C:31]([C:33]2[CH:34]=[CH:35][CH:36]=[CH:37][CH:38]=2)[N:30]=1.